This data is from Reaction yield outcomes from USPTO patents with 853,638 reactions. The task is: Predict the reaction yield, written as a fraction of the theoretical maximum amount of product (1.0 means a 100% yield; for example, 0.34 means a 34% yield). The yield is 0.250. The catalyst is C(O)C.O. The reactants are [Cl:1][C:2]1[CH:3]=[C:4]([CH:14]=[CH:15][CH:16]=1)[C:5]([O:7][N:8]=[C:9]([NH2:13])[CH:10]([OH:12])[CH3:11])=O.C([O-])(=O)C.[Na+]. The product is [Cl:1][C:2]1[CH:3]=[C:4]([C:5]2[O:7][N:8]=[C:9]([CH:10]([OH:12])[CH3:11])[N:13]=2)[CH:14]=[CH:15][CH:16]=1.